Dataset: Full USPTO retrosynthesis dataset with 1.9M reactions from patents (1976-2016). Task: Predict the reactants needed to synthesize the given product. (1) Given the product [CH3:6][C:5]([N:18]1[CH2:23][CH2:22][CH2:21][CH2:20][CH2:19]1)([CH3:7])[C:3]([C:8]1[CH:13]=[CH:12][C:11]([S:14]([CH3:17])(=[O:16])=[O:15])=[CH:10][CH:9]=1)=[O:4], predict the reactants needed to synthesize it. The reactants are: CO[C:3]1([C:8]2[CH:13]=[CH:12][C:11]([S:14]([CH3:17])(=[O:16])=[O:15])=[CH:10][CH:9]=2)[C:5]([CH3:7])([CH3:6])[O:4]1.[NH:18]1[CH2:23][CH2:22][CH2:21][CH2:20][CH2:19]1.CSC1C=CC(C(C2(N3CCCC3)CCCCC2)=O)=CC=1. (2) Given the product [CH2:28]([O:15][C:14](=[O:16])[CH2:13][CH2:12][CH2:11][CH2:10][CH2:9][N:8]([CH2:17][C:18]1[C:23]([CH2:24][OH:25])=[CH:22][N:21]=[C:20]([CH3:26])[C:19]=1[O:27][CH2:28][C:29]1[CH:34]=[CH:33][CH:32]=[CH:31][CH:30]=1)[C:6]([O:5][C:1]([CH3:4])([CH3:3])[CH3:2])=[O:7])[C:29]1[CH:34]=[CH:33][CH:32]=[CH:31][CH:30]=1, predict the reactants needed to synthesize it. The reactants are: [C:1]([O:5][C:6]([N:8]([CH2:17][C:18]1[C:23]([CH2:24][OH:25])=[CH:22][N:21]=[C:20]([CH3:26])[C:19]=1[OH:27])[CH2:9][CH2:10][CH2:11][CH2:12][CH2:13][C:14]([OH:16])=[O:15])=[O:7])([CH3:4])([CH3:3])[CH3:2].[CH2:28](Cl)[C:29]1[CH:34]=[CH:33][CH:32]=[CH:31][CH:30]=1. (3) Given the product [Br:14][C:4]1[C:5]2[C:10](=[CH:9][CH:8]=[C:7]([C:11]([OH:13])=[O:12])[CH:6]=2)[CH:1]=[N:2][CH:3]=1, predict the reactants needed to synthesize it. The reactants are: [CH:1]1[C:10]2[C:5](=[CH:6][C:7]([C:11]([OH:13])=[O:12])=[CH:8][CH:9]=2)[CH:4]=[CH:3][N:2]=1.[Br:14]N1C(=O)CCC1=O. (4) Given the product [CH2:19]([O:26][C:27]1[C:28]([CH3:36])=[C:29]([CH3:35])[C:30]([NH:34][C:16](=[O:17])[CH2:15][C:12]2[CH:13]=[CH:14][C:9]([Cl:8])=[CH:10][CH:11]=2)=[N:31][C:32]=1[CH3:33])[C:20]1[CH:21]=[CH:22][CH:23]=[CH:24][CH:25]=1, predict the reactants needed to synthesize it. The reactants are: C(N(CC)CC)C.[Cl:8][C:9]1[CH:14]=[CH:13][C:12]([CH2:15][C:16](Cl)=[O:17])=[CH:11][CH:10]=1.[CH2:19]([O:26][C:27]1[C:28]([CH3:36])=[C:29]([CH3:35])[C:30]([NH2:34])=[N:31][C:32]=1[CH3:33])[C:20]1[CH:25]=[CH:24][CH:23]=[CH:22][CH:21]=1. (5) Given the product [CH:1]([N:5]1[C:26](=[O:30])[C:27]([CH3:29])=[N:12][C:11]2[C:10]([C:15]3[CH:20]=[CH:19][C:18]([O:21][CH:22]([F:24])[F:23])=[CH:17][C:16]=3[Cl:25])=[CH:9][CH:8]=[N:7][C:6]1=2)([CH2:3][CH3:4])[CH3:2], predict the reactants needed to synthesize it. The reactants are: [CH:1]([NH:5][CH:6]1[CH:11]([N+:12]([O-])=O)[C:10]([C:15]2[CH:20]=[CH:19][C:18]([O:21][CH:22]([F:24])[F:23])=[CH:17][C:16]=2[Cl:25])=[CH:9][CH:8]=[N:7]1)([CH2:3][CH3:4])[CH3:2].[C:26](OC)(=[O:30])[C:27]([CH3:29])=O. (6) Given the product [CH:15]1([NH:18][C:19](=[O:20])[C:21]2[CH:28]=[CH:27][C:24]([C:25]3[NH:12][C:5]4[CH:4]=[C:3]([O:2][CH3:1])[CH:8]=[CH:7][C:6]=4[N:9]=3)=[CH:23][CH:22]=2)[CH2:16][CH2:17]1, predict the reactants needed to synthesize it. The reactants are: [CH3:1][O:2][C:3]1[CH:8]=[CH:7][C:6]([N+:9]([O-])=O)=[C:5]([N+:12]([O-])=O)[CH:4]=1.[CH:15]1([NH:18][C:19]([C:21]2[CH:28]=[CH:27][C:24]([CH:25]=O)=[CH:23][CH:22]=2)=[O:20])[CH2:17][CH2:16]1.